Dataset: Catalyst prediction with 721,799 reactions and 888 catalyst types from USPTO. Task: Predict which catalyst facilitates the given reaction. (1) Reactant: [F:1][C:2]1[CH:7]=[CH:6][C:5]([S:8](Cl)(=[O:10])=[O:9])=[CH:4][CH:3]=1.[CH3:12][NH:13][CH3:14]. Product: [F:1][C:2]1[CH:7]=[CH:6][C:5]([S:8]([N:13]([CH3:14])[CH3:12])(=[O:10])=[O:9])=[CH:4][CH:3]=1. The catalyst class is: 1. (2) Reactant: [Cl:1][C:2]1[C:7]([C:8]([O:10][CH2:11][CH3:12])=[O:9])=[C:6]([CH:13]=O)[N:5]=[C:4]([Cl:15])[CH:3]=1.[NH:16]([C:18]([O:20][C:21]([CH3:24])([CH3:23])[CH3:22])=[O:19])[NH2:17]. Product: [C:21]([O:20][C:18]([NH:16][N:17]=[CH:13][C:6]1[N:5]=[C:4]([Cl:15])[CH:3]=[C:2]([Cl:1])[C:7]=1[C:8]([O:10][CH2:11][CH3:12])=[O:9])=[O:19])([CH3:24])([CH3:23])[CH3:22]. The catalyst class is: 12. (3) Reactant: [F:1][C:2]1[CH:7]=[CH:6][CH:5]=[C:4](I)[C:3]=1[C:9]1[C:13]([C:14]([O:16][CH2:17][CH3:18])=[O:15])=[C:12]([CH3:19])[O:11][N:10]=1.C[CH2:21][N:22](CC)CC.[Si](C#N)(C)(C)C. Product: [CH2:17]([O:16][C:14]([C:13]1[C:9]([C:3]2[C:2]([F:1])=[CH:7][CH:6]=[CH:5][C:4]=2[C:21]#[N:22])=[N:10][O:11][C:12]=1[CH3:19])=[O:15])[CH3:18]. The catalyst class is: 257. (4) Reactant: [H-].[Al+3].[Li+].[H-].[H-].[H-].C([O:9][C:10](=O)[CH2:11][CH:12]1[CH2:21][CH2:20][C:15]2([O:19][CH2:18][CH2:17][O:16]2)[CH2:14][CH2:13]1)C.CC(C)=O.[OH-].[Na+]. Product: [O:16]1[C:15]2([CH2:20][CH2:21][CH:12]([CH2:11][CH2:10][OH:9])[CH2:13][CH2:14]2)[O:19][CH2:18][CH2:17]1. The catalyst class is: 1.